This data is from Serine/threonine kinase 33 screen with 319,792 compounds. The task is: Binary Classification. Given a drug SMILES string, predict its activity (active/inactive) in a high-throughput screening assay against a specified biological target. (1) The compound is O=C1N(C(=O)NC21CCCC2)CC(=O)N(CC)CC(=O)Nc1ccc(NC(=O)C)cc1. The result is 0 (inactive). (2) The molecule is S(c1n(c(nn1)Cc1ccccc1)CC)CC(=O)Nc1sc(c(n1)C)C. The result is 0 (inactive). (3) The compound is Clc1c(NNC2=C(N=NC2=O)C)cccc1. The result is 0 (inactive). (4) The drug is S(CC(=O)N(CC)CC)c1nc2n(c3c(c2nn1)cccc3)C. The result is 0 (inactive). (5) The molecule is S(c1ccc(CN(CC(=O)Nc2c(F)cccc2F)C)cc1)C. The result is 0 (inactive). (6) The drug is Clc1ccc(OCc2oc(cc2)C(=O)NCc2ncccc2)cc1. The result is 0 (inactive). (7) The drug is Clc1cc2n(c(nc2cc1Cl)C1N(CCC1)c1scc(n1)c1cc(Cl)c(N)c(Cl)c1)CCOCCO. The result is 0 (inactive). (8) The drug is S=C(NCC1CC1)Nc1ccc(cc1)C(OC)=O. The result is 0 (inactive). (9) The molecule is OC1(C2C(NCC1)CCCC2)c1ccccc1. The result is 0 (inactive). (10) The molecule is S(=O)(=O)(Nc1onc(c1C)C)c1ccc(NC(=O)CSc2[nH]c3c(n2)cccc3)cc1. The result is 0 (inactive).